Dataset: Catalyst prediction with 721,799 reactions and 888 catalyst types from USPTO. Task: Predict which catalyst facilitates the given reaction. (1) Reactant: [O:1]1[C:5]2[CH:6]=[CH:7][CH:8]=[CH:9][C:4]=2[CH2:3][CH2:2]1.[Br:10]N1C(=O)CCC1=O.O. Product: [Br:10][C:8]1[CH:7]=[CH:6][C:5]2[O:1][CH2:2][CH2:3][C:4]=2[CH:9]=1. The catalyst class is: 7. (2) Reactant: [CH3:1][N:2]([CH3:15])[C:3]1[CH:14]=[CH:13][C:6]([CH:7]=[CH:8][C:9](OC)=O)=[CH:5][CH:4]=1.FC(F)(F)[C:18]([OH:20])=[O:19].[CH:23]([N:26]([CH2:32]OC)[CH2:27][Si](C)(C)C)([CH3:25])[CH3:24]. Product: [CH:23]([N:26]1[CH2:32][C@@H:7]([C:6]2[CH:5]=[CH:4][C:3]([N:2]([CH3:1])[CH3:15])=[CH:14][CH:13]=2)[C@H:8]([CH2:9][C:18]([OH:20])=[O:19])[CH2:27]1)([CH3:25])[CH3:24]. The catalyst class is: 4. (3) Product: [Br:21][C:17]1[CH:16]=[CH:15][CH:14]=[C:13]2[C:18]=1[CH2:19][CH2:20][NH:11][CH:12]2[CH2:22][C:23]([O:25][CH3:26])=[O:24]. Reactant: CO.S(=O)(=O)(O)O.C([N:11]1[CH2:20][CH2:19][C:18]2[C:13](=[CH:14][CH:15]=[CH:16][C:17]=2[Br:21])[CH:12]1[CH2:22][C:23]([O:25][CH3:26])=[O:24])(=O)C.C([O-])(O)=O.[Na+]. The catalyst class is: 6. (4) Reactant: [CH3:1][O:2][C:3]1[CH:8]=[CH:7][C:6]([CH2:9][S:10](/[CH:13]=[CH:14]/[C:15]2[C:20]([O:21][CH3:22])=[CH:19][C:18]([O:23][CH3:24])=[CH:17][C:16]=2[O:25][CH3:26])(=[O:12])=[O:11])=[CH:5][C:4]=1[OH:27].[H][H]. Product: [CH3:1][O:2][C:3]1[CH:8]=[CH:7][C:6]([CH2:9][S:10]([CH2:13][CH2:14][C:15]2[C:16]([O:25][CH3:26])=[CH:17][C:18]([O:23][CH3:24])=[CH:19][C:20]=2[O:21][CH3:22])(=[O:12])=[O:11])=[CH:5][C:4]=1[OH:27]. The catalyst class is: 19. (5) Reactant: Br[C:2]1[O:3][C:4]2[CH:10]=[CH:9][C:8]([CH2:11][C:12]([O:14][CH3:15])=[O:13])=[CH:7][C:5]=2[CH:6]=1.C([Mg]Cl)(C)C.C([O:24][B:25](OC(C)C)[O:26]C(C)C)(C)C.O. Product: [CH3:15][O:14][C:12](=[O:13])[CH2:11][C:8]1[CH:9]=[CH:10][C:4]2[O:3][C:2]([B:25]([OH:26])[OH:24])=[CH:6][C:5]=2[CH:7]=1. The catalyst class is: 1. (6) Reactant: [CH2:1]([N:3]([CH:18]1[CH2:23][CH2:22][N:21]([CH3:24])[CH2:20][CH2:19]1)[C:4]1[C:5]([CH3:17])=[C:6]([CH:10]=[C:11]([C:13]([F:16])([F:15])[F:14])[CH:12]=1)[C:7](O)=[O:8])[CH3:2].Cl.[NH2:26][CH2:27][C:28]1[C:29](=[O:36])[NH:30][C:31]([CH3:35])=[CH:32][C:33]=1[CH3:34].C1CN([P+](ON2N=NC3C=CC=CC2=3)(N2CCCC2)N2CCCC2)CC1.F[P-](F)(F)(F)(F)F.CCN(C(C)C)C(C)C. The catalyst class is: 16. Product: [CH3:34][C:33]1[CH:32]=[C:31]([CH3:35])[NH:30][C:29](=[O:36])[C:28]=1[CH2:27][NH:26][C:7](=[O:8])[C:6]1[CH:10]=[C:11]([C:13]([F:16])([F:15])[F:14])[CH:12]=[C:4]([N:3]([CH2:1][CH3:2])[CH:18]2[CH2:23][CH2:22][N:21]([CH3:24])[CH2:20][CH2:19]2)[C:5]=1[CH3:17]. (7) Reactant: BrC1C=CC(O)=C([C:8]2[CH:17]=[CH:16][C:15]3[C:10](=[CH:11][CH:12]=[C:13]([C:18]4[N:22]([CH:23]5[CH2:28][CH2:27][CH2:26][CH2:25][CH2:24]5)[C:21]5[CH:29]=[CH:30][C:31]([C:33]([OH:35])=[O:34])=[CH:32][C:20]=5[N:19]=4)[CH:14]=3)[N:9]=2)C=1.C(OC(C1C=CC2N(C3CCCCC3)C(C3C=CC(N)=C(C=O)C=3)=NC=2C=1)=O)C.[Cl:66][C:67]1[CH:68]=[C:69]([C:74]2[CH:78]=[C:77](C(=O)C)[O:76][N:75]=2)[CH:70]=[CH:71][C:72]=1[Cl:73].[OH-].[K+]. Product: [CH:23]1([N:22]2[C:21]3[CH:29]=[CH:30][C:31]([C:33]([OH:35])=[O:34])=[CH:32][C:20]=3[N:19]=[C:18]2[C:13]2[CH:14]=[C:15]3[C:10](=[CH:11][CH:12]=2)[N:9]=[C:8]([C:77]2[O:76][N:75]=[C:74]([C:69]4[CH:70]=[CH:71][C:72]([Cl:73])=[C:67]([Cl:66])[CH:68]=4)[CH:78]=2)[CH:17]=[CH:16]3)[CH2:28][CH2:27][CH2:26][CH2:25][CH2:24]1. The catalyst class is: 8.